From a dataset of Catalyst prediction with 721,799 reactions and 888 catalyst types from USPTO. Predict which catalyst facilitates the given reaction. (1) Reactant: [C:1]([O:4][CH2:5][C:6](=[C:12]1[C@:28]2([CH3:29])[CH:15]([CH:16]3[C:25](=[CH:26][CH2:27]2)[C@:24]2([CH3:30])[C:19](=[CH:20][C:21](=[O:31])[CH:22]=[CH:23]2)[CH2:18][CH2:17]3)[CH2:14][C@H:13]1[CH3:32])[O:7][Si](C)(C)C)(=[O:3])[CH3:2].Cl.C(=O)(O)[O-].[K+]. Product: [C:1]([O:4][CH2:5][C:6](=[O:7])[C@@H:12]1[C@:28]2([CH3:29])[CH:15]([CH:16]3[C:25](=[CH:26][CH2:27]2)[C@:24]2([CH3:30])[C:19](=[CH:20][C:21](=[O:31])[CH:22]=[CH:23]2)[CH2:18][CH2:17]3)[CH2:14][C@H:13]1[CH3:32])(=[O:3])[CH3:2]. The catalyst class is: 13. (2) Reactant: [CH3:1][O:2][C:3](=[O:15])[C@H:4]([CH2:13][OH:14])[NH:5][C:6]([O:8][C:9]([CH3:12])([CH3:11])[CH3:10])=[O:7].N1C=CC=CC=1.[C:22](Cl)([O:24][CH2:25][C:26]1[CH:31]=[CH:30][CH:29]=[CH:28][CH:27]=1)=[O:23]. Product: [CH2:25]([O:24][C:22]([O:14][CH2:13][C@H:4]([NH:5][C:6]([O:8][C:9]([CH3:12])([CH3:10])[CH3:11])=[O:7])[C:3]([O:2][CH3:1])=[O:15])=[O:23])[C:26]1[CH:31]=[CH:30][CH:29]=[CH:28][CH:27]=1. The catalyst class is: 2. (3) The catalyst class is: 595. Reactant: [C:1](Cl)(Cl)=[O:2].[C:5]([C:7]1[S:8][C:9]2[CH:15]=[C:14]([OH:16])[CH:13]=[CH:12][C:10]=2[N:11]=1)#[N:6].N1C=CC=CC=1.[N:23]1[CH:28]=[CH:27][CH:26]=[CH:25][C:24]=1[S:29][S:30][CH2:31][CH2:32][CH2:33][OH:34]. Product: [C:1](=[O:2])([O:34][CH2:33][CH2:32][CH2:31][S:30][S:29][C:24]1[CH:25]=[CH:26][CH:27]=[CH:28][N:23]=1)[O:16][C:14]1[CH:13]=[CH:12][C:10]2[N:11]=[C:7]([C:5]#[N:6])[S:8][C:9]=2[CH:15]=1. (4) Reactant: CC1(C)C(C)(C)OB([C:9]2[CH:14]=[CH:13][C:12]([C:15]3[CH:20]=[CH:19][C:18]([N:21]4[C:33]5[CH:32]=[CH:31][CH:30]=[CH:29][C:28]=5[C:27]5[C:22]4=[CH:23][CH:24]=[CH:25][CH:26]=5)=[CH:17][CH:16]=3)=[CH:11][CH:10]=2)O1.Br[C:36]1[CH:49]=[CH:48][C:39]2[O:40][C:41]3[CH:46]=[CH:45][C:44]([Br:47])=[CH:43][C:42]=3[C:38]=2[CH:37]=1.C(=O)([O-])[O-].[K+].[K+].O1CCOCC1. Product: [Br:47][C:44]1[CH:45]=[CH:46][C:41]2[O:40][C:39]3[CH:48]=[CH:49][C:36]([C:9]4[CH:10]=[CH:11][C:12]([C:15]5[CH:16]=[CH:17][C:18]([N:21]6[C:22]7[CH:23]=[CH:24][CH:25]=[CH:26][C:27]=7[C:28]7[C:33]6=[CH:32][CH:31]=[CH:30][CH:29]=7)=[CH:19][CH:20]=5)=[CH:13][CH:14]=4)=[CH:37][C:38]=3[C:42]=2[CH:43]=1. The catalyst class is: 690. (5) Reactant: [Cl:1][C:2]1[CH:7]=[CH:6][CH:5]=[CH:4][C:3]=1[C:8]1[CH:19]=[C:18]2[C:14]([CH:15]=[CH:16][N:17]2[CH2:20][CH2:21][O:22][CH3:23])=[C:13]2[C:9]=1[C:10](=[O:25])[NH:11][C:12]2=[O:24].[Br:26]Br.S(S([O-])=O)([O-])(=O)=O.[Na+].[Na+]. Product: [Br:26][C:15]1[C:14]2[C:18](=[CH:19][C:8]([C:3]3[CH:4]=[CH:5][CH:6]=[CH:7][C:2]=3[Cl:1])=[C:9]3[C:13]=2[C:12](=[O:24])[NH:11][C:10]3=[O:25])[N:17]([CH2:20][CH2:21][O:22][CH3:23])[CH:16]=1. The catalyst class is: 22. (6) Reactant: P(Br)(Br)[Br:2].O[CH:6]([C:8]1[O:9][C:10](=[O:25])[C:11]2[C:16]([C:17]=1[C:18]1[CH:23]=[CH:22][N:21]=[C:20]([CH3:24])[CH:19]=1)=[CH:15][CH:14]=[CH:13][CH:12]=2)[CH3:7]. Product: [Br:2][CH:6]([C:8]1[O:9][C:10](=[O:25])[C:11]2[C:16]([C:17]=1[C:18]1[CH:23]=[CH:22][N:21]=[C:20]([CH3:24])[CH:19]=1)=[CH:15][CH:14]=[CH:13][CH:12]=2)[CH3:7]. The catalyst class is: 2. (7) Reactant: [NH2:1][C:2]1[N:7]2[N:8]=[CH:9][C:10]([C:11]3[CH:12]=[N:13][C:14]([C:17]4[CH:22]=[CH:21][CH:20]=[CH:19][CH:18]=4)=[CH:15][CH:16]=3)=[C:6]2[N:5]=[C:4]([CH:23]2[CH2:28][CH2:27][NH:26][CH2:25][CH2:24]2)[C:3]=1[C:29](=[O:31])[CH3:30].Br[CH2:33][C:34]1[CH:35]=[N:36][CH:37]=[CH:38][CH:39]=1.CCN(C(C)C)C(C)C. Product: [NH2:1][C:2]1[N:7]2[N:8]=[CH:9][C:10]([C:11]3[CH:12]=[N:13][C:14]([C:17]4[CH:18]=[CH:19][CH:20]=[CH:21][CH:22]=4)=[CH:15][CH:16]=3)=[C:6]2[N:5]=[C:4]([CH:23]2[CH2:24][CH2:25][N:26]([CH2:33][C:34]3[CH:35]=[N:36][CH:37]=[CH:38][CH:39]=3)[CH2:27][CH2:28]2)[C:3]=1[C:29](=[O:31])[CH3:30]. The catalyst class is: 1. (8) Reactant: [NH2:1][C:2]1[CH:3]=[C:4]2[C:17](=[CH:18][CH:19]=1)[CH2:16][C:6]1([C:14]3[C:9](=[N:10][CH:11]=[CH:12][CH:13]=3)[NH:8][C:7]1=[O:15])[CH2:5]2.[O:20]=[C:21]1[CH2:30][CH:29]2[CH2:31][N:32]([CH2:33][C:34]([O-])=[O:35])[C:27]3[C:28]2=[C:23]([CH:24]=[CH:25][CH:26]=3)[NH:22]1.[Li+].C(Cl)CCl.C1C=CC2N(O)N=NC=2C=1.C(N(CC)C(C)C)(C)C. Product: [O:20]=[C:21]1[CH2:30][CH:29]2[CH2:31][N:32]([CH2:33][C:34]([NH:1][C:2]3[CH:3]=[C:4]4[C:17](=[CH:18][CH:19]=3)[CH2:16][C:6]3([C:14]5[C:9](=[N:10][CH:11]=[CH:12][CH:13]=5)[NH:8][C:7]3=[O:15])[CH2:5]4)=[O:35])[C:27]3[C:28]2=[C:23]([CH:24]=[CH:25][CH:26]=3)[NH:22]1. The catalyst class is: 3. (9) Reactant: C(O[C:5](=[O:7])[CH3:6])(=O)C.[Cl:8][C:9]1[CH:17]=[CH:16][CH:15]=[C:14]2[C:10]=1[CH2:11][NH:12][CH2:13]2.CC1C=CN=C(N)C=1C.C(N(CC)CC)C.[OH-].[Na+]. Product: [C:5]([N:12]1[CH2:11][C:10]2[C:14](=[CH:15][CH:16]=[CH:17][C:9]=2[Cl:8])[CH2:13]1)(=[O:7])[CH3:6]. The catalyst class is: 4.